Dataset: Forward reaction prediction with 1.9M reactions from USPTO patents (1976-2016). Task: Predict the product of the given reaction. Given the reactants Cl[C:2]1[C:3]2[CH:24]=[C:23]([Cl:25])[CH:22]=[CH:21][C:4]=2[N:5]([CH2:18][CH2:19]Cl)[C:6](=[O:17])[CH:7]([CH2:9][C:10]2[CH:15]=[CH:14][CH:13]=[CH:12][C:11]=2[Cl:16])[N:8]=1.[CH3:26][N:27]1[C:31]2[CH:32]=[C:33](B3OC(C)(C)C(C)(C)O3)[CH:34]=[CH:35][C:30]=2[NH:29][C:28]1=[O:45].[Cl-].[Li+].[OH2:48].[OH-].[Cs+], predict the reaction product. The product is: [Cl:25][C:23]1[CH:22]=[CH:21][C:4]2[N:5]([CH2:18][CH2:19][OH:48])[C:6](=[O:17])[CH:7]([CH2:9][C:10]3[CH:15]=[CH:14][CH:13]=[CH:12][C:11]=3[Cl:16])[N:8]=[C:2]([C:33]3[CH:34]=[CH:35][C:30]4[NH:29][C:28](=[O:45])[N:27]([CH3:26])[C:31]=4[CH:32]=3)[C:3]=2[CH:24]=1.